From a dataset of NCI-60 drug combinations with 297,098 pairs across 59 cell lines. Regression. Given two drug SMILES strings and cell line genomic features, predict the synergy score measuring deviation from expected non-interaction effect. (1) Drug 1: C1C(C(OC1N2C=C(C(=O)NC2=O)F)CO)O. Drug 2: CCC1(CC2CC(C3=C(CCN(C2)C1)C4=CC=CC=C4N3)(C5=C(C=C6C(=C5)C78CCN9C7C(C=CC9)(C(C(C8N6C)(C(=O)OC)O)OC(=O)C)CC)OC)C(=O)OC)O.OS(=O)(=O)O. Cell line: U251. Synergy scores: CSS=18.9, Synergy_ZIP=-0.771, Synergy_Bliss=2.87, Synergy_Loewe=-2.88, Synergy_HSA=1.64. (2) Drug 1: C1=CN(C(=O)N=C1N)C2C(C(C(O2)CO)O)O.Cl. Drug 2: CC1C(C(CC(O1)OC2CC(CC3=C2C(=C4C(=C3O)C(=O)C5=CC=CC=C5C4=O)O)(C(=O)C)O)N)O. Cell line: RPMI-8226. Synergy scores: CSS=42.1, Synergy_ZIP=-1.97, Synergy_Bliss=-3.89, Synergy_Loewe=-4.25, Synergy_HSA=0.128.